Dataset: Reaction yield outcomes from USPTO patents with 853,638 reactions. Task: Predict the reaction yield, written as a fraction of the theoretical maximum amount of product (1.0 means a 100% yield; for example, 0.34 means a 34% yield). (1) The catalyst is O1CCOCC1. The reactants are Cl.C(O[C:5]([C:7]1[C:11]([CH3:12])=[C:10]([C:13]#[N:14])[S:9][C:8]=1[NH2:15])=[O:6])C.[C:16](#[N:23])[C:17]1[CH:22]=[CH:21][CH:20]=[CH:19][CH:18]=1. The product is [CH3:12][C:11]1[C:7]2[C:5](=[O:6])[NH:23][C:16]([C:17]3[CH:22]=[CH:21][CH:20]=[CH:19][CH:18]=3)=[N:15][C:8]=2[S:9][C:10]=1[C:13]#[N:14]. The yield is 0.920. (2) The reactants are [C:1](Cl)(Cl)=[O:2].[F:5][C:6]([F:28])([F:27])[C:7]1[CH:12]=[C:11]([C:13]([F:16])([F:15])[F:14])[CH:10]=[CH:9][C:8]=1[NH:17][C:18](=[O:26])[C:19]1[CH:24]=[CH:23][CH:22]=[C:21]([NH2:25])[CH:20]=1.FC(F)(F)C1C=C(C(F)(F)F)C=CC=1N. The catalyst is O1CCOCC1. The product is [F:5][C:6]([F:27])([F:28])[C:7]1[CH:12]=[C:11]([C:13]([F:16])([F:14])[F:15])[CH:10]=[CH:9][C:8]=1[NH:17][C:18](=[O:26])[C:19]1[CH:24]=[CH:23][CH:22]=[C:21]([N:25]=[C:1]=[O:2])[CH:20]=1. The yield is 0.720. (3) The reactants are C(O)(C(F)(F)F)=O.[NH2:8][C:9](=[O:51])[CH:10]([C:13]1[CH:50]=[CH:49][CH:48]=[CH:47][C:14]=1[CH2:15][CH2:16][C:17]1[C:22]([C:23]([F:26])([F:25])[F:24])=[CH:21][N:20]=[C:19]([NH:27][C:28]2[CH:33]=[CH:32][C:31]([CH:34]3[CH2:39][CH2:38][N:37](C(OC(C)(C)C)=O)[CH2:36][CH2:35]3)=[CH:30][CH:29]=2)[N:18]=1)[CH2:11][CH3:12]. The catalyst is C(Cl)Cl. The product is [NH:37]1[CH2:38][CH2:39][CH:34]([C:31]2[CH:30]=[CH:29][C:28]([NH:27][C:19]3[N:18]=[C:17]([CH2:16][CH2:15][C:14]4[CH:47]=[CH:48][CH:49]=[CH:50][C:13]=4[CH:10]([CH2:11][CH3:12])[C:9]([NH2:8])=[O:51])[C:22]([C:23]([F:26])([F:25])[F:24])=[CH:21][N:20]=3)=[CH:33][CH:32]=2)[CH2:35][CH2:36]1. The yield is 0.710. (4) The product is [Br:1][C:2]1[CH:7]=[CH:6][C:5]([N:8]2[C:12](=[O:13])[N:11]([CH2:18][CH2:19][NH:20][C:21](=[O:23])[CH3:22])[N:10]=[CH:9]2)=[C:4]([F:14])[CH:3]=1. The reactants are [Br:1][C:2]1[CH:7]=[CH:6][C:5]([N:8]2[C:12](=[O:13])[NH:11][N:10]=[CH:9]2)=[C:4]([F:14])[CH:3]=1.[H-].[Na+].Br[CH2:18][CH2:19][NH:20][C:21](=[O:23])[CH3:22]. The catalyst is CN(C)C=O. The yield is 0.507. (5) The reactants are [C:1]([CH:4]([CH2:27][S:28][C:29]1[CH:34]=[CH:33][CH:32]=[CH:31][CH:30]=1)[CH2:5][N:6]([CH2:22][CH2:23][CH:24]([CH3:26])[CH3:25])[C:7](=[O:21])[NH:8][C@@H:9]([CH2:14][C:15]1[CH:20]=[CH:19][CH:18]=[CH:17][CH:16]=1)[C:10]([NH:12][CH3:13])=[O:11])([OH:3])=O.[OH:35][N:36]1C2C=CC=CC=2N=N1.Cl.C(N=C=NCCCN(C)C)C.CN1CCOCC1.[Cl-].O[NH3+].C(O)(=O)CC(CC(O)=O)(C(O)=O)O. The catalyst is C(Cl)Cl.CN(C)C=O. The product is [OH:35][NH:36][C:1]([CH:4]([CH2:27][S:28][C:29]1[CH:30]=[CH:31][CH:32]=[CH:33][CH:34]=1)[CH2:5][N:6]([CH2:22][CH2:23][CH:24]([CH3:25])[CH3:26])[C:7](=[O:21])[NH:8][C@@H:9]([CH2:14][C:15]1[CH:16]=[CH:17][CH:18]=[CH:19][CH:20]=1)[C:10]([NH:12][CH3:13])=[O:11])=[O:3]. The yield is 0.540. (6) The reactants are [C:1]([O:5][C:6](=[O:33])[CH:7]([NH:17][C:18]([C:20]1[CH:25]=[CH:24][C:23]([C:26]2[CH:31]=[CH:30][C:29]([NH2:32])=[CH:28][CH:27]=2)=[CH:22][CH:21]=1)=[O:19])[CH2:8][CH2:9][C:10]([O:12][C:13]([CH3:16])([CH3:15])[CH3:14])=[O:11])([CH3:4])([CH3:3])[CH3:2].[O:34]1[CH:38]=[CH:37][CH:36]=[C:35]1[C:39](O)=[O:40].CN([P+](ON1N=NC2C=CC=CC1=2)(N(C)C)N(C)C)C.F[P-](F)(F)(F)(F)F.CCN(C(C)C)C(C)C. The catalyst is CN(C=O)C.O. The product is [C:1]([O:5][C:6](=[O:33])[CH:7]([NH:17][C:18]([C:20]1[CH:21]=[CH:22][C:23]([C:26]2[CH:27]=[CH:28][C:29]([NH:32][C:39]([C:35]3[O:34][CH:38]=[CH:37][CH:36]=3)=[O:40])=[CH:30][CH:31]=2)=[CH:24][CH:25]=1)=[O:19])[CH2:8][CH2:9][C:10]([O:12][C:13]([CH3:16])([CH3:15])[CH3:14])=[O:11])([CH3:2])([CH3:3])[CH3:4]. The yield is 0.870. (7) The reactants are [CH2:1]([O:3][P:4](/[CH:9]=[CH:10]/[C:11]1[C:12]([O:22][CH2:23][C:24]2[CH:49]=[CH:48][C:27]([O:28][CH2:29][C:30]3[N:31]=[C:32]([C:36]4[CH:41]=[CH:40][C:39]([CH2:42][C:43]([O:45]CC)=[O:44])=[CH:38][CH:37]=4)[O:33][C:34]=3[CH3:35])=[C:26]([O:50][CH3:51])[CH:25]=2)=[N:13][N:14]([C:16]2[CH:21]=[CH:20][CH:19]=[CH:18][CH:17]=2)[CH:15]=1)([O:6][CH2:7][CH3:8])=[O:5])[CH3:2].O1CCCC1.[OH-].[Na+].Cl. The catalyst is O.C(O)C. The product is [CH2:7]([O:6][P:4](/[CH:9]=[CH:10]/[C:11]1[C:12]([O:22][CH2:23][C:24]2[CH:49]=[CH:48][C:27]([O:28][CH2:29][C:30]3[N:31]=[C:32]([C:36]4[CH:41]=[CH:40][C:39]([CH2:42][C:43]([OH:45])=[O:44])=[CH:38][CH:37]=4)[O:33][C:34]=3[CH3:35])=[C:26]([O:50][CH3:51])[CH:25]=2)=[N:13][N:14]([C:16]2[CH:21]=[CH:20][CH:19]=[CH:18][CH:17]=2)[CH:15]=1)([O:3][CH2:1][CH3:2])=[O:5])[CH3:8]. The yield is 0.560.